From a dataset of Catalyst prediction with 721,799 reactions and 888 catalyst types from USPTO. Predict which catalyst facilitates the given reaction. Reactant: [Br:1][C:2]1[CH:3]=[CH:4][C:5]2[NH:6][C:7]3[C:12]([C:13]=2[CH:14]=1)=[CH:11][C:10]([Br:15])=[CH:9][CH:8]=3.C(=O)([O-])[O-].[K+].[K+].Br[CH2:23][CH:24]([CH2:29][CH3:30])[CH2:25][CH2:26][CH2:27][CH3:28].O. Product: [Br:15][C:10]1[CH:9]=[CH:8][C:7]2[N:6]([CH2:23][CH:24]([CH2:29][CH3:30])[CH2:25][CH2:26][CH2:27][CH3:28])[C:5]3[C:13]([C:12]=2[CH:11]=1)=[CH:14][C:2]([Br:1])=[CH:3][CH:4]=3. The catalyst class is: 3.